From a dataset of Forward reaction prediction with 1.9M reactions from USPTO patents (1976-2016). Predict the product of the given reaction. (1) Given the reactants [CH3:1][O:2][C:3]([C:5]1([CH2:16][NH2:17])[CH2:8][N:7]([C:9]([O:11][C:12]([CH3:15])([CH3:14])[CH3:13])=[O:10])[CH2:6]1)=[O:4].C(N(CC)CC)C.[CH2:25]([O:27][C:28](=[O:33])[CH2:29][C:30](Cl)=[O:31])[CH3:26].C([O-])(O)=O.[Na+], predict the reaction product. The product is: [CH3:1][O:2][C:3]([C:5]1([CH2:16][NH:17][C:30](=[O:31])[CH2:29][C:28]([O:27][CH2:25][CH3:26])=[O:33])[CH2:8][N:7]([C:9]([O:11][C:12]([CH3:14])([CH3:13])[CH3:15])=[O:10])[CH2:6]1)=[O:4]. (2) Given the reactants [CH2:1]([C:5]1[N:9]([C:10]2[CH:15]=[CH:14][C:13]([NH:16][C:17]([NH:19][CH2:20][CH3:21])=[O:18])=[CH:12][CH:11]=2)[N:8]=[N:7][C:6]=1[C:22]([NH:24][CH:25]1[CH2:27][CH2:26]1)=[O:23])CC=C.C(#N)C.O.C[N+]1([O-])CC[O:36]CC1.[CH3:40][C:41]([CH3:43])=[O:42], predict the reaction product. The product is: [CH:25]1([NH:24][C:22]([C:6]2[N:7]=[N:8][N:9]([C:10]3[CH:15]=[CH:14][C:13]([NH:16][C:17]([NH:19][CH2:20][CH3:21])=[O:18])=[CH:12][CH:11]=3)[C:5]=2[CH2:1][CH2:40][CH:41]([OH:42])[CH2:43][OH:36])=[O:23])[CH2:27][CH2:26]1. (3) Given the reactants [CH2:1]([O:8][C:9](=[O:35])[CH2:10][O:11][C@@H:12]([C:29](=[O:34])[N:30]([O:32][CH3:33])[CH3:31])[C@@H:13]([NH:21]C(OC(C)(C)C)=O)[CH2:14][C:15]1[CH:20]=[CH:19][CH:18]=[CH:17][CH:16]=1)[C:2]1[CH:7]=[CH:6][CH:5]=[CH:4][CH:3]=1.[ClH:36].O1CCOCC1, predict the reaction product. The product is: [ClH:36].[CH2:1]([O:8][C:9](=[O:35])[CH2:10][O:11][C@@H:12]([C:29](=[O:34])[N:30]([O:32][CH3:33])[CH3:31])[C@@H:13]([NH2:21])[CH2:14][C:15]1[CH:16]=[CH:17][CH:18]=[CH:19][CH:20]=1)[C:2]1[CH:7]=[CH:6][CH:5]=[CH:4][CH:3]=1. (4) Given the reactants Br[C:2]1[N:6]2[CH:7]=[CH:8][C:9]([C:11]([CH3:15])([CH3:14])[C:12]#[N:13])=[N:10][C:5]2=[N:4][CH:3]=1.[F:16][C:17]1[CH:22]=[CH:21][C:20](B(O)O)=[CH:19][C:18]=1[C:26]1[CH:27]=[N:28][CH:29]=[CH:30][CH:31]=1, predict the reaction product. The product is: [F:16][C:17]1[CH:22]=[CH:21][C:20]([C:2]2[N:6]3[CH:7]=[CH:8][C:9]([C:11]([CH3:15])([CH3:14])[C:12]#[N:13])=[N:10][C:5]3=[N:4][CH:3]=2)=[CH:19][C:18]=1[C:26]1[CH:27]=[N:28][CH:29]=[CH:30][CH:31]=1.